This data is from Full USPTO retrosynthesis dataset with 1.9M reactions from patents (1976-2016). The task is: Predict the reactants needed to synthesize the given product. (1) Given the product [F:14][CH:4]1[CH2:6][CH:5]1[C:7]([O:9][C:10]([CH3:13])([CH3:12])[CH3:11])=[O:8], predict the reactants needed to synthesize it. The reactants are: [BH4-].[Na+].Cl[C:4]1([F:14])[CH2:6][CH:5]1[C:7]([O:9][C:10]([CH3:13])([CH3:12])[CH3:11])=[O:8]. (2) Given the product [N+:8]([C:5]1[CH:6]=[CH:7][C:2]([C:12]#[N:13])=[N:3][CH:4]=1)([O-:10])=[O:9], predict the reactants needed to synthesize it. The reactants are: Br[C:2]1[CH:7]=[CH:6][C:5]([N+:8]([O-:10])=[O:9])=[CH:4][N:3]=1.[Cu][C:12]#[N:13].O.